Dataset: Forward reaction prediction with 1.9M reactions from USPTO patents (1976-2016). Task: Predict the product of the given reaction. Given the reactants [CH3:1][S:2][CH2:3][C:4](=[O:13])[CH2:5][C:6]([O:8][C:9]([CH3:12])([CH3:11])[CH3:10])=[O:7].C(=O)([O-])[O-].[K+].[K+].I[CH2:21][CH2:22][CH2:23][CH2:24][C:25]([O:27][CH2:28][CH3:29])=[O:26], predict the reaction product. The product is: [CH3:1][S:2][CH2:3][C:4]([CH:5]([CH2:21][CH2:22][CH2:23][CH2:24][C:25]([O:27][CH2:28][CH3:29])=[O:26])[C:6]([O:8][C:9]([CH3:10])([CH3:12])[CH3:11])=[O:7])=[O:13].